Dataset: Catalyst prediction with 721,799 reactions and 888 catalyst types from USPTO. Task: Predict which catalyst facilitates the given reaction. (1) Reactant: [CH:1]1([CH:7](O)[C:8]2[O:9][C:10]3[CH:17]=[CH:16][C:15]([C:18]#[N:19])=[CH:14][C:11]=3[C:12]=2[CH3:13])[CH2:6][CH2:5][CH2:4][CH2:3][CH2:2]1.S(Cl)([Cl:23])=O.C(=O)([O-])O.[Na+]. Product: [Cl:23][CH:7]([CH:1]1[CH2:6][CH2:5][CH2:4][CH2:3][CH2:2]1)[C:8]1[O:9][C:10]2[CH:17]=[CH:16][C:15]([C:18]#[N:19])=[CH:14][C:11]=2[C:12]=1[CH3:13]. The catalyst class is: 11. (2) Reactant: [OH:1][CH:2]1[CH2:7][CH2:6][CH:5]([C@H:8]([NH:10][C:11]2[N:16]=[C:15]([C:17]3[C:25]4[C:20](=[N:21][CH:22]=[C:23]([C:26]([F:29])([F:28])[F:27])[CH:24]=4)[N:19]([S:30]([C:33]4[CH:39]=[CH:38][C:36]([CH3:37])=[CH:35][CH:34]=4)(=[O:32])=[O:31])[CH:18]=3)[C:14]([C:40]#[N:41])=[CH:13][N:12]=2)[CH3:9])[CH2:4][CH2:3]1.CC(OI1(OC(C)=O)(OC(C)=O)OC(=O)C2C=CC=CC1=2)=O. Product: [O:1]=[C:2]1[CH2:3][CH2:4][CH:5]([C@H:8]([NH:10][C:11]2[N:16]=[C:15]([C:17]3[C:25]4[C:20](=[N:21][CH:22]=[C:23]([C:26]([F:29])([F:27])[F:28])[CH:24]=4)[N:19]([S:30]([C:33]4[CH:34]=[CH:35][C:36]([CH3:37])=[CH:38][CH:39]=4)(=[O:31])=[O:32])[CH:18]=3)[C:14]([C:40]#[N:41])=[CH:13][N:12]=2)[CH3:9])[CH2:6][CH2:7]1. The catalyst class is: 4. (3) Reactant: C([O-])([O-])=O.[K+].[K+].Cl[CH2:8][CH2:9][S:10]([C:13]1[CH:18]=[CH:17][CH:16]=[C:15]([C:19]([F:22])([F:21])[F:20])[CH:14]=1)(=[O:12])=[O:11].[SH:23][C:24]1[C:33]([C:34]([NH:36][CH2:37][C:38]2[S:39][CH:40]=[CH:41][CH:42]=2)=[O:35])=[CH:32][C:31]2[C:26](=[CH:27][CH:28]=[CH:29][CH:30]=2)[N:25]=1.C(Cl)Cl. Product: [S:39]1[CH:40]=[CH:41][CH:42]=[C:38]1[CH2:37][NH:36][C:34]([C:33]1[C:24]([S:23][CH2:8][CH2:9][S:10]([C:13]2[CH:18]=[CH:17][CH:16]=[C:15]([C:19]([F:22])([F:21])[F:20])[CH:14]=2)(=[O:12])=[O:11])=[N:25][C:26]2[C:31]([CH:32]=1)=[CH:30][CH:29]=[CH:28][CH:27]=2)=[O:35]. The catalyst class is: 21. (4) Reactant: [CH3:1][NH:2][CH2:3][CH:4]([CH3:6])[CH3:5].C(N(CC)CC)C.Cl.[F:15][C:16]([F:50])([F:49])[C:17]1[CH:22]=[C:21]([C:23]2[CH:28]=[CH:27][C:26]([C:29]([F:32])([F:31])[F:30])=[CH:25][CH:24]=2)[N:20]=[C:19]([C:33]2[CH:38]=[CH:37][N:36]=[C:35]([C:39]3[CH:40]=[C:41]([S:45](Cl)(=[O:47])=[O:46])[CH:42]=[CH:43][CH:44]=3)[CH:34]=2)[N:18]=1. Product: [CH2:3]([N:2]([CH3:1])[S:45]([C:41]1[CH:42]=[CH:43][CH:44]=[C:39]([C:35]2[CH:34]=[C:33]([C:19]3[N:18]=[C:17]([C:16]([F:15])([F:49])[F:50])[CH:22]=[C:21]([C:23]4[CH:28]=[CH:27][C:26]([C:29]([F:32])([F:30])[F:31])=[CH:25][CH:24]=4)[N:20]=3)[CH:38]=[CH:37][N:36]=2)[CH:40]=1)(=[O:46])=[O:47])[CH:4]([CH3:6])[CH3:5]. The catalyst class is: 1.